Dataset: Reaction yield outcomes from USPTO patents with 853,638 reactions. Task: Predict the reaction yield, written as a fraction of the theoretical maximum amount of product (1.0 means a 100% yield; for example, 0.34 means a 34% yield). The reactants are [CH2:1]([O:3][C:4](=[O:21])[C:5]([NH:7][C:8]1[C:17]([N+:18]([O-:20])=[O:19])=[CH:16][CH:15]=[C:14]2[C:9]=1[CH2:10][CH2:11][CH2:12][NH:13]2)=[O:6])[CH3:2].CI.[C:24](=O)([O-])[O-].[Cs+].[Cs+]. The catalyst is C(#N)C. The product is [CH2:1]([O:3][C:4](=[O:21])[C:5]([N:7]([CH3:24])[C:8]1[C:17]([N+:18]([O-:20])=[O:19])=[CH:16][CH:15]=[C:14]2[C:9]=1[CH2:10][CH2:11][CH2:12][NH:13]2)=[O:6])[CH3:2]. The yield is 0.930.